Dataset: Catalyst prediction with 721,799 reactions and 888 catalyst types from USPTO. Task: Predict which catalyst facilitates the given reaction. (1) Reactant: [CH2:1]1[C@@H:5]2[CH2:6][NH:7][CH2:8][C@@H:4]2[CH2:3][N:2]1[C:9]([O:11][C:12]([CH3:15])([CH3:14])[CH3:13])=[O:10].C([O-])([O-])=O.[K+].[K+].Br[CH2:23][CH2:24][OH:25]. Product: [OH:25][CH2:24][CH2:23][N:7]1[CH2:6][C@@H:5]2[CH2:1][N:2]([C:9]([O:11][C:12]([CH3:15])([CH3:14])[CH3:13])=[O:10])[CH2:3][C@@H:4]2[CH2:8]1. The catalyst class is: 39. (2) Reactant: C[O-].[Na+].Cl.Cl.Cl.Cl.[NH2:8][CH2:9][CH2:10][NH:11][CH2:12][CH2:13][NH:14][CH2:15][CH2:16][NH2:17]. Product: [NH2:8][CH2:9][CH2:10][NH:11][CH2:12][CH2:13][NH:14][CH2:15][CH2:16][NH2:17]. The catalyst class is: 645. (3) Reactant: C([O:8][C:9]1[CH:14]=[CH:13][C:12]([CH2:15][CH2:16][S:17]([CH:20]([CH2:25][CH2:26][N:27]2[C:32](=[O:33])[C:31]3[CH:34]=[CH:35][CH:36]=[CH:37][C:30]=3[N:29]=[N:28]2)[C:21]([O:23][CH3:24])=[O:22])(=[O:19])=[O:18])=[CH:11][CH:10]=1)C1C=CC=CC=1.CSC.B(F)(F)F.CCOCC. Product: [OH:8][C:9]1[CH:10]=[CH:11][C:12]([CH2:15][CH2:16][S:17]([CH:20]([CH2:25][CH2:26][N:27]2[C:32](=[O:33])[C:31]3[CH:34]=[CH:35][CH:36]=[CH:37][C:30]=3[N:29]=[N:28]2)[C:21]([O:23][CH3:24])=[O:22])(=[O:19])=[O:18])=[CH:13][CH:14]=1. The catalyst class is: 4. (4) Reactant: COC1C=CC(C([O:22][CH2:23][C@H:24]2[O:28][C@@H:27]([N:29]3[CH:37]=[C:35]([CH3:36])[C:33](=[O:34])[NH:32][C:30]3=[O:31])[CH2:26][C@@H:25]2[OH:38])(C2C=CC=CC=2)C2C=CC(OC)=CC=2)=CC=1.C(N=C=NC(C)C)(C)C. Product: [C@@H:27]1([N:29]2[CH:37]=[C:35]([CH3:36])[C:33](=[O:34])[NH:32][C:30]2=[O:31])[O:28][C@H:24]([CH2:23][OH:22])[C@@H:25]([OH:38])[CH2:26]1. The catalyst class is: 17. (5) Reactant: [NH2:1][C:2]1[O:6][CH:5]([C:7]2[CH:12]=[CH:11][C:10]([Cl:13])=[CH:9][CH:8]=2)[C:4](=[O:14])[C:3]=1[OH:15].C(N(CC)CC)C.[CH:23]([S:26](Cl)(=[O:28])=[O:27])([CH3:25])[CH3:24].[Cl-].[NH4+]. Product: [Cl:13][C:10]1[CH:9]=[CH:8][C:7]([CH:5]2[C:4](=[O:14])[C:3]([O:15][S:26]([CH:23]([CH3:25])[CH3:24])(=[O:28])=[O:27])=[C:2]([NH2:1])[O:6]2)=[CH:12][CH:11]=1. The catalyst class is: 1. (6) Reactant: [CH3:1][N:2]1[C:6]([C:7](=[O:24])[NH:8][C:9]2[CH:14]=[CH:13][N:12]3[N:15]=[C:16]([C:18]4[CH:23]=[CH:22][CH:21]=[CH:20][CH:19]=4)[N:17]=[C:11]3[CH:10]=2)=[C:5]([C:25]([OH:27])=O)[CH:4]=[N:3]1.[NH:28]1[CH2:31][CH2:30][CH2:29]1.CCCP(=O)=O. Product: [C:18]1([C:16]2[N:17]=[C:11]3[CH:10]=[C:9]([NH:8][C:7]([C:6]4[N:2]([CH3:1])[N:3]=[CH:4][C:5]=4[C:25]([N:28]4[CH2:31][CH2:30][CH2:29]4)=[O:27])=[O:24])[CH:14]=[CH:13][N:12]3[N:15]=2)[CH:19]=[CH:20][CH:21]=[CH:22][CH:23]=1. The catalyst class is: 7.